Dataset: Full USPTO retrosynthesis dataset with 1.9M reactions from patents (1976-2016). Task: Predict the reactants needed to synthesize the given product. (1) Given the product [CH3:14][O:13][C:7]1[CH:8]=[CH:9][C:10]([CH3:12])=[CH:11][C:6]=1[O:5][CH2:4][CH2:3][CH2:2][N:15]1[CH2:20][CH2:19][O:18][CH2:17][CH2:16]1, predict the reactants needed to synthesize it. The reactants are: Br[CH2:2][CH2:3][CH2:4][O:5][C:6]1[CH:11]=[C:10]([CH3:12])[CH:9]=[CH:8][C:7]=1[O:13][CH3:14].[NH:15]1[CH2:20][CH2:19][O:18][CH2:17][CH2:16]1. (2) Given the product [CH2:30]([C@H:37]1[CH2:41][O:40][C:39](=[O:42])[N:38]1[C:13](=[O:15])[CH2:12]/[CH:11]=[CH:10]/[CH2:9][C:8]([N:19]1[C@@H:24]([CH2:5][C:2]2[CH:3]=[CH:28][CH:27]=[CH:26][CH:4]=2)[CH2:23][O:22][C:21]1=[O:46])=[O:17])[C:31]1[CH:32]=[CH:33][CH:34]=[CH:35][CH:36]=1, predict the reactants needed to synthesize it. The reactants are: C(Cl)(=O)[C:2]([CH3:5])([CH3:4])[CH3:3].[C:8]([OH:17])(=O)[CH2:9]/[CH:10]=[CH:11]/[CH2:12][C:13]([OH:15])=O.C[N:19]1[CH2:24][CH2:23][O:22][CH2:21]C1.[Li][CH2:26][CH2:27][CH2:28]C.[CH2:30]([C@H:37]1[CH2:41][O:40][C:39](=[O:42])[NH:38]1)[C:31]1[CH:36]=[CH:35][CH:34]=[CH:33][CH:32]=1.C1C[O:46]CC1. (3) Given the product [Cl:1][C:2]1[CH:3]=[CH:4][C:5]([O:11][CH3:12])=[C:6]([CH:10]=1)[C:7]([Cl:15])=[O:8], predict the reactants needed to synthesize it. The reactants are: [Cl:1][C:2]1[CH:3]=[CH:4][C:5]([O:11][CH3:12])=[C:6]([CH:10]=1)[C:7](O)=[O:8].S(Cl)([Cl:15])=O. (4) Given the product [C:7]([CH:4]1[CH2:5][CH2:6][N:1]([C:9]([O:11][C:12]([CH3:15])([CH3:14])[CH3:13])=[O:10])[CH2:2][CH2:3]1)#[N:8], predict the reactants needed to synthesize it. The reactants are: [NH:1]1[CH2:6][CH2:5][CH:4]([C:7]#[N:8])[CH2:3][CH2:2]1.[C:9](O[C:9]([O:11][C:12]([CH3:15])([CH3:14])[CH3:13])=[O:10])([O:11][C:12]([CH3:15])([CH3:14])[CH3:13])=[O:10].C(N(CC)CC)C. (5) The reactants are: [F:1][C:2]1[C:11]2[C:6](=[CH:7][CH:8]=[CH:9][CH:10]=2)[C:5]([C:12]([OH:14])=O)=[CH:4][CH:3]=1.C(Cl)(=O)C(Cl)=O.[Cl-].[Al+3].[Cl-].[Cl-].[CH2:25]([O:30][C:31]1[C:40]2[C:35](=[CH:36][CH:37]=[CH:38][CH:39]=2)[CH:34]=[CH:33][CH:32]=1)[CH2:26][CH2:27][CH2:28][CH3:29]. Given the product [F:1][C:2]1[C:11]2[C:6](=[CH:7][CH:8]=[CH:9][CH:10]=2)[C:5]([C:12]([C:34]2[C:35]3[C:40](=[CH:39][CH:38]=[CH:37][CH:36]=3)[C:31]([O:30][CH2:25][CH2:26][CH2:27][CH2:28][CH3:29])=[CH:32][CH:33]=2)=[O:14])=[CH:4][CH:3]=1, predict the reactants needed to synthesize it.